This data is from Forward reaction prediction with 1.9M reactions from USPTO patents (1976-2016). The task is: Predict the product of the given reaction. (1) The product is: [S:1]1[C:5]2[CH:6]=[C:7]([N:10]3[CH2:14][CH2:13][N:12]([C:17]4[CH:24]=[N:23][CH:22]=[CH:21][C:18]=4[C:19]#[N:20])[C:11]3=[O:15])[CH:8]=[CH:9][C:4]=2[N:3]=[CH:2]1. Given the reactants [S:1]1[C:5]2[CH:6]=[C:7]([N:10]3[CH2:14][CH2:13][NH:12][C:11]3=[O:15])[CH:8]=[CH:9][C:4]=2[N:3]=[CH:2]1.Br[C:17]1[CH:24]=[N:23][CH:22]=[CH:21][C:18]=1[C:19]#[N:20].N[C@@H]1CCCC[C@H]1N.P([O-])([O-])([O-])=O.[K+].[K+].[K+], predict the reaction product. (2) Given the reactants [OH:1][C:2]1[CH:7]=[CH:6][C:5]([S:8][CH2:9][CH2:10][CH2:11][C:12]([OH:14])=O)=[CH:4][CH:3]=1.[CH3:15][NH:16][CH2:17][C:18]1[CH:23]=[CH:22][CH:21]=[CH:20][N:19]=1, predict the reaction product. The product is: [OH:1][C:2]1[CH:3]=[CH:4][C:5]([S:8][CH2:9][CH2:10][CH2:11][C:12]([N:16]([CH3:15])[CH2:17][C:18]2[CH:23]=[CH:22][CH:21]=[CH:20][N:19]=2)=[O:14])=[CH:6][CH:7]=1. (3) The product is: [C:35]([CH:34]([NH:33][C:3](=[O:4])[CH:2]([OH:1])[C:6]1[CH:7]=[CH:8][C:9]([C:12]2[N:16]=[C:15]([C:17]3[O:21][N:20]=[C:19]([C:22]4[CH:23]=[CH:24][CH:25]=[CH:26][CH:27]=4)[C:18]=3[C:28]([F:30])([F:29])[F:31])[O:14][N:13]=2)=[CH:10][CH:11]=1)[CH2:37][C:38]1[CH:43]=[CH:42][CH:41]=[CH:40][CH:39]=1)#[N:36]. Given the reactants [OH:1][CH:2]([C:6]1[CH:11]=[CH:10][C:9]([C:12]2[N:16]=[C:15]([C:17]3[O:21][N:20]=[C:19]([C:22]4[CH:27]=[CH:26][CH:25]=[CH:24][CH:23]=4)[C:18]=3[C:28]([F:31])([F:30])[F:29])[O:14][N:13]=2)=[CH:8][CH:7]=1)[C:3](O)=[O:4].Cl.[NH2:33][CH:34]([CH2:37][C:38]1[CH:43]=[CH:42][CH:41]=[CH:40][CH:39]=1)[C:35]#[N:36].CN1CCOCC1.CN(C(ON1N=NC2C=CC=NC1=2)=[N+](C)C)C.F[P-](F)(F)(F)(F)F, predict the reaction product. (4) Given the reactants [Cl:1][C:2]1[CH:3]=[C:4]([C:10]2[N:15]=[C:14]([S:16][CH3:17])[N:13]=[C:12](O)[C:11]=2[C:19]#[N:20])[CH:5]=[C:6]([O:8][CH3:9])[CH:7]=1.O=P(Cl)(Cl)[Cl:23].CN(C=O)C.C([O-])(O)=O.[Na+], predict the reaction product. The product is: [Cl:23][C:12]1[C:11]([C:19]#[N:20])=[C:10]([C:4]2[CH:5]=[C:6]([O:8][CH3:9])[CH:7]=[C:2]([Cl:1])[CH:3]=2)[N:15]=[C:14]([S:16][CH3:17])[N:13]=1. (5) The product is: [CH3:1][O:2][CH2:3][O:4][C:5]1[CH:12]=[CH:11][C:8]([CH:9]([OH:10])[C:14]([F:16])([F:15])[F:13])=[CH:7][CH:6]=1. Given the reactants [CH3:1][O:2][CH2:3][O:4][C:5]1[CH:12]=[CH:11][C:8]([CH:9]=[O:10])=[CH:7][CH:6]=1.[F:13][C:14]([Si](C)(C)C)([F:16])[F:15].[F-].C([N+](CCCC)(CCCC)CCCC)CCC.O, predict the reaction product. (6) Given the reactants Br[C:2]1[CH:3]=[N:4][N:5]2[CH:10]=[CH:9][C:8]([N:11]3[CH2:16][CH2:15][N:14]([C:17]([O:19][CH:20]([CH3:22])[CH3:21])=[O:18])[CH2:13][CH2:12]3)=[N:7][C:6]=12.[CH3:23][C:24]1([CH3:40])[C:28]([CH3:30])([CH3:29])[O:27][B:26]([B:26]2[O:27][C:28]([CH3:30])([CH3:29])[C:24]([CH3:40])([CH3:23])[O:25]2)[O:25]1.CC([O-])=O.[K+].N#N, predict the reaction product. The product is: [CH3:23][C:24]1([CH3:40])[C:28]([CH3:30])([CH3:29])[O:27][B:26]([C:2]2[CH:3]=[N:4][N:5]3[CH:10]=[CH:9][C:8]([N:11]4[CH2:16][CH2:15][N:14]([C:17]([O:19][CH:20]([CH3:22])[CH3:21])=[O:18])[CH2:13][CH2:12]4)=[N:7][C:6]=23)[O:25]1. (7) Given the reactants Cl.[F:2][C:3]1[CH:8]=[C:7]([C:9]2[CH:18]=[N:17][C:16]3[C:11](=[CH:12][C:13]([O:20][CH3:21])=[C:14]([OH:19])[CH:15]=3)[N:10]=2)[CH:6]=[CH:5][C:4]=1[CH2:22][C:23]([NH:25][C:26]1[CH:30]=[C:29]([C:31]2([C:34]([F:37])([F:36])[F:35])[CH2:33][CH2:32]2)[O:28][N:27]=1)=[O:24].C([O-])([O-])=O.[K+].[K+].Br[CH2:45][CH2:46][Cl:47], predict the reaction product. The product is: [Cl:47][CH2:46][CH2:45][O:19][C:14]1[CH:15]=[C:16]2[C:11](=[CH:12][C:13]=1[O:20][CH3:21])[N:10]=[C:9]([C:7]1[CH:6]=[CH:5][C:4]([CH2:22][C:23]([NH:25][C:26]3[CH:30]=[C:29]([C:31]4([C:34]([F:35])([F:36])[F:37])[CH2:33][CH2:32]4)[O:28][N:27]=3)=[O:24])=[C:3]([F:2])[CH:8]=1)[CH:18]=[N:17]2. (8) Given the reactants [Br:1][C:2]1[CH:3]=[CH:4][C:5]([NH:12][C:13](=[O:24])[CH2:14][O:15][C:16]2[CH:21]=[CH:20][C:19]([C:22]#[N:23])=[CH:18][CH:17]=2)=[C:6]([CH:11]=1)[C:7](OC)=[O:8].C[Si]([N-][Si](C)(C)C)(C)C.[K+].C(=O)=O.CC(C)=O, predict the reaction product. The product is: [Br:1][C:2]1[CH:11]=[C:6]2[C:5](=[CH:4][CH:3]=1)[NH:12][C:13](=[O:24])[C:14]([O:15][C:16]1[CH:21]=[CH:20][C:19]([C:22]#[N:23])=[CH:18][CH:17]=1)=[C:7]2[OH:8].